Dataset: Reaction yield outcomes from USPTO patents with 853,638 reactions. Task: Predict the reaction yield, written as a fraction of the theoretical maximum amount of product (1.0 means a 100% yield; for example, 0.34 means a 34% yield). (1) The reactants are [C:1]1([O:11][CH3:12])[C:2](=[CH:4][CH:5]=[C:6]([CH:10]=1)[CH2:7][CH:8]=[CH2:9])[OH:3].C([O-])([O-])=O.[K+].[K+].[Br:19][CH2:20][C:21](Br)=[O:22]. The catalyst is ClCCl.C(OCC)(=O)C. The product is [CH2:7]([C:6]1[CH:5]=[CH:4][C:2]([O:3][C:21](=[O:22])[CH2:20][Br:19])=[C:1]([O:11][CH3:12])[CH:10]=1)[CH:8]=[CH2:9]. The yield is 0.630. (2) The reactants are B(F)(F)F.[CH2:5]([O:7][P:8]([N:13]1[CH:19]2[CH:14]1[CH2:15][CH2:16][N:17]([C:20]([O:22][CH2:23][C:24]1[CH:29]=[CH:28][CH:27]=[CH:26][CH:25]=1)=[O:21])[CH2:18]2)([O:10][CH2:11][CH3:12])=[O:9])[CH3:6].[CH3:30][OH:31]. No catalyst specified. The product is [CH2:5]([O:7][P:8]([NH:13][C@H:19]1[C@H:14]([O:31][CH3:30])[CH2:15][CH2:16][N:17]([C:20]([O:22][CH2:23][C:24]2[CH:29]=[CH:28][CH:27]=[CH:26][CH:25]=2)=[O:21])[CH2:18]1)([O:10][CH2:11][CH3:12])=[O:9])[CH3:6]. The yield is 0.940. (3) The reactants are [CH3:1][C:2]1[C:7]([OH:8])=[C:6]([CH3:9])[CH:5]=[CH:4][N:3]=1.[H-].[Na+].[Br:12][C:13]1[CH:14]=[C:15]([N+]([O-])=O)[C:16]([C:19]#[N:20])=[N:17][CH:18]=1.[NH4+].[Cl-]. The catalyst is O.CN(C=O)C. The product is [Br:12][C:13]1[CH:14]=[C:15]([O:8][C:7]2[C:2]([CH3:1])=[N:3][CH:4]=[CH:5][C:6]=2[CH3:9])[C:16]([C:19]#[N:20])=[N:17][CH:18]=1. The yield is 0.922. (4) The reactants are C(OC([N:6]1[CH:11](OCC)[CH2:10][CH:9](Cl)[C:8]([C:16]2[CH:21]=[C:20]([C:22]([O:24]C)=[O:23])[C:19]([NH:26]C(=O)C)=[CH:18][C:17]=2[C:30]([F:33])([F:32])[F:31])=[N:7]1)=O)C.[OH-].[K+].O. The catalyst is CCO. The product is [NH2:26][C:19]1[CH:18]=[C:17]([C:30]([F:31])([F:32])[F:33])[C:16]([C:8]2[N:7]=[N:6][CH:11]=[CH:10][CH:9]=2)=[CH:21][C:20]=1[C:22]([OH:24])=[O:23]. The yield is 0.740. (5) The product is [CH3:1][O:2][C:3](=[O:27])[C:4]([C:16]1[CH:21]=[CH:20][C:19]([O:22][CH2:23][CH2:24][CH2:25][NH:35][CH2:34][CH:33]([O:32][C:31]2[CH:30]=[CH:39][CH:38]=[CH:37][CH:36]=2)[O:41][CH3:40])=[CH:18][CH:17]=1)=[CH:5][C:6]1[CH:11]=[C:10]([O:12][CH3:13])[CH:9]=[C:8]([O:14][CH3:15])[CH:7]=1. The yield is 0.0750. The catalyst is CN(C=O)C.O. The reactants are [CH3:1][O:2][C:3](=[O:27])[C:4]([C:16]1[CH:21]=[CH:20][C:19]([O:22][CH2:23][CH2:24][CH2:25]Br)=[CH:18][CH:17]=1)=[CH:5][C:6]1[CH:11]=[C:10]([O:12][CH3:13])[CH:9]=[C:8]([O:14][CH3:15])[CH:7]=1.CO[C:30]1[CH:39]=[CH:38][CH:37]=[CH:36][C:31]=1[O:32][CH2:33][CH2:34][NH2:35].[C:40](=O)([O-])[O-:41].[K+].[K+].